Predict the reaction yield, written as a fraction of the theoretical maximum amount of product (1.0 means a 100% yield; for example, 0.34 means a 34% yield). From a dataset of Reaction yield outcomes from USPTO patents with 853,638 reactions. (1) The reactants are [Cl:1][C:2]1[CH:7]=[CH:6][CH:5]=[CH:4][C:3]=1[C:8]1[N:9]([C:30]2[CH:35]=[CH:34][C:33]([Cl:36])=[CH:32][CH:31]=2)[C:10]2[C:15]([N:16]=1)=[C:14]([N:17]1[CH2:22][CH2:21][C:20]([C:24]3[CH:29]=[CH:28][CH:27]=[CH:26][CH:25]=3)([NH2:23])[CH2:19][CH2:18]1)[N:13]=[CH:12][N:11]=2.[CH3:37][S:38](Cl)(=[O:40])=[O:39].C(N(CC)CC)C. The catalyst is C1COCC1. The product is [Cl:1][C:2]1[CH:7]=[CH:6][CH:5]=[CH:4][C:3]=1[C:8]1[N:9]([C:30]2[CH:31]=[CH:32][C:33]([Cl:36])=[CH:34][CH:35]=2)[C:10]2[C:15]([N:16]=1)=[C:14]([N:17]1[CH2:22][CH2:21][C:20]([NH:23][S:38]([CH3:37])(=[O:40])=[O:39])([C:24]3[CH:29]=[CH:28][CH:27]=[CH:26][CH:25]=3)[CH2:19][CH2:18]1)[N:13]=[CH:12][N:11]=2. The yield is 0.820. (2) The reactants are [N+:1]([C:4]1[CH:9]=[C:8]([OH:10])[CH:7]=[CH:6][C:5]=1[C:11]1[CH:16]=[CH:15][CH:14]=[CH:13][CH:12]=1)([O-:3])=[O:2].Br[CH2:18][CH2:19][CH2:20][CH2:21][CH2:22][CH2:23][O:24][Si:25]([C:28]([CH3:31])([CH3:30])[CH3:29])([CH3:27])[CH3:26].C(=O)([O-])[O-].[K+].[K+]. The yield is 0.930. The product is [C:28]([Si:25]([CH3:26])([CH3:27])[O:24][CH2:23][CH2:22][CH2:21][CH2:20][CH2:19][CH2:18][O:10][C:8]1[CH:7]=[CH:6][C:5]([C:11]2[CH:16]=[CH:15][CH:14]=[CH:13][CH:12]=2)=[C:4]([N+:1]([O-:3])=[O:2])[CH:9]=1)([CH3:31])([CH3:30])[CH3:29]. The catalyst is C(OCC)(=O)C. (3) The reactants are [C:1]([O:5][C:6]([N:8]1[CH2:13][CH2:12][CH:11]([NH:14][C:15]2[CH:20]=[CH:19][N:18]=[CH:17][C:16]=2[NH2:21])[CH2:10][CH2:9]1)=[O:7])([CH3:4])([CH3:3])[CH3:2].[CH:22](OCC)(OCC)OCC.C1(C)C=CC(S(O)(=O)=O)=CC=1. The catalyst is C1(C)C=CC=CC=1. The product is [C:1]([O:5][C:6]([N:8]1[CH2:9][CH2:10][CH:11]([N:14]2[C:15]3[CH:20]=[CH:19][N:18]=[CH:17][C:16]=3[N:21]=[CH:22]2)[CH2:12][CH2:13]1)=[O:7])([CH3:4])([CH3:2])[CH3:3]. The yield is 0.730. (4) The reactants are [C:1]12([CH2:11][C:12]([OH:14])=[O:13])[CH2:10][CH:5]3[CH2:6][CH:7]([CH2:9][CH:3]([CH2:4]3)[CH2:2]1)[CH2:8]2.CN(C)C=O.C1C(=O)N([Br:27])C(=O)C1.CCCCCCC. The catalyst is S(Cl)(Cl)=O.C(#N)C.O. The product is [Br:27][CH:11]([C:1]12[CH2:10][CH:5]3[CH2:6][CH:7]([CH2:9][CH:3]([CH2:4]3)[CH2:2]1)[CH2:8]2)[C:12]([OH:14])=[O:13]. The yield is 0.660. (5) The reactants are [Cl:1][C:2]1[CH:3]=[C:4]([NH:9][C:10]2[C:19]3[C:14](=[CH:15][C:16](F)=[C:17]([N+:20]([O-:22])=[O:21])[CH:18]=3)[N:13]=[CH:12][N:11]=2)[CH:5]=[CH:6][C:7]=1[F:8].C[Si](C)(C)[O-].[K+].[O:30]1[CH2:34][CH2:33][C@H:32]([OH:35])[CH2:31]1. The catalyst is CN(C=O)C. The product is [Cl:1][C:2]1[CH:3]=[C:4]([NH:9][C:10]2[C:19]3[C:14](=[CH:15][C:16]([O:35][C@H:32]4[CH2:33][CH2:34][O:30][CH2:31]4)=[C:17]([N+:20]([O-:22])=[O:21])[CH:18]=3)[N:13]=[CH:12][N:11]=2)[CH:5]=[CH:6][C:7]=1[F:8]. The yield is 0.501. (6) The reactants are C[Si](C=[N+]=[N-])(C)C.[Cl:8][C:9]1[CH:10]=[C:11]([CH2:16][C:17]([OH:19])=[O:18])[CH:12]=[C:13]([F:15])[CH:14]=1.[C:20](O)(=O)C. The product is [CH3:20][O:18][C:17](=[O:19])[CH2:16][C:11]1[CH:12]=[C:13]([F:15])[CH:14]=[C:9]([Cl:8])[CH:10]=1. The catalyst is CO.C1(C)C=CC=CC=1. The yield is 0.990. (7) The reactants are CC([N:5]([C:9]1[CH:14]=[C:13]([Cl:15])[CH:12]=[C:11]([C:16]#[C:17]C(O)(C)C)[C:10]=1[CH3:22])[C:6](=[O:8])[O-:7])(C)C.C(=O)([O-])[O-].[K+].[K+].C1OCCOCCOCCOCCOCCOC1.[C:47]1([CH3:53])[CH:52]=CC=C[CH:48]=1. No catalyst specified. The product is [Cl:15][C:13]1[CH:12]=[C:11]([C:16]#[CH:17])[C:10]([CH3:22])=[C:9]([NH:5][C:6](=[O:8])[O:7][C:47]([CH3:53])([CH3:52])[CH3:48])[CH:14]=1. The yield is 0.580. (8) The reactants are [C:1]([C:3]1[CH:4]=[C:5]([CH:13]([CH2:17][CH:18]2[CH2:22][CH2:21][CH2:20][CH2:19]2)[C:14]([OH:16])=O)[CH:6]=[CH:7][C:8]=1[S:9]([CH3:12])(=[O:11])=[O:10])#[N:2].C(Cl)(=O)C(Cl)=O.[NH2:29][C:30]1[CH:35]=[CH:34][N:33]=[C:32]([CH3:36])[N:31]=1.C(N(CC)CC)C. The catalyst is C(Cl)Cl.CN(C)C=O. The product is [C:1]([C:3]1[CH:4]=[C:5]([CH:13]([CH2:17][CH:18]2[CH2:22][CH2:21][CH2:20][CH2:19]2)[C:14]([NH:29][C:30]2[CH:35]=[CH:34][N:33]=[C:32]([CH3:36])[N:31]=2)=[O:16])[CH:6]=[CH:7][C:8]=1[S:9]([CH3:12])(=[O:11])=[O:10])#[N:2]. The yield is 0.0600. (9) The reactants are Br[CH2:2][C:3]([C:5]1[C:6](=[O:16])[O:7][C:8]2[C:13]([CH:14]=1)=[CH:12][CH:11]=[CH:10][C:9]=2[Cl:15])=O.[CH2:17]([O:20][C:21]1[CH:26]=[CH:25][CH:24]=[CH:23][C:22]=1[NH:27][C:28]([NH2:30])=[S:29])[CH2:18][CH3:19]. The catalyst is C(O)C. The product is [Cl:15][C:9]1[CH:10]=[CH:11][CH:12]=[C:13]2[C:8]=1[O:7][C:6](=[O:16])[C:5]([C:3]1[N:30]=[C:28]([NH:27][C:22]3[CH:23]=[CH:24][CH:25]=[CH:26][C:21]=3[O:20][CH2:17][CH2:18][CH3:19])[S:29][CH:2]=1)=[CH:14]2. The yield is 0.560.